From a dataset of Peptide-MHC class I binding affinity with 185,985 pairs from IEDB/IMGT. Regression. Given a peptide amino acid sequence and an MHC pseudo amino acid sequence, predict their binding affinity value. This is MHC class I binding data. (1) The peptide sequence is IQFDWYPTS. The MHC is HLA-A02:19 with pseudo-sequence HLA-A02:19. The binding affinity (normalized) is 0.0847. (2) The peptide sequence is RRFTQAIYD. The MHC is HLA-A02:11 with pseudo-sequence HLA-A02:11. The binding affinity (normalized) is 0.0847.